Dataset: Full USPTO retrosynthesis dataset with 1.9M reactions from patents (1976-2016). Task: Predict the reactants needed to synthesize the given product. (1) Given the product [CH3:42][C:37]1([CH3:43])[C:38]([CH3:41])([CH3:40])[O:39][B:35]([C:2]2[CH:7]=[CH:6][C:5]([C:8]3([C:14]#[N:15])[CH2:13][CH2:12][O:11][CH2:10][CH2:9]3)=[CH:4][CH:3]=2)[O:36]1, predict the reactants needed to synthesize it. The reactants are: Cl[C:2]1[CH:7]=[CH:6][C:5]([C:8]2([C:14]#[N:15])[CH2:13][CH2:12][O:11][CH2:10][CH2:9]2)=[CH:4][CH:3]=1.C1(P(C2CCCCC2)C2CCCCC2)CCCCC1.[B:35]1([B:35]2[O:39][C:38]([CH3:41])([CH3:40])[C:37]([CH3:43])([CH3:42])[O:36]2)[O:39][C:38]([CH3:41])([CH3:40])[C:37]([CH3:43])([CH3:42])[O:36]1.CC([O-])=O.[K+]. (2) Given the product [CH2:9]([N:8]([CH2:16][C:17]1[CH:18]=[CH:19][CH:20]=[CH:21][CH:22]=1)[C@H:5]1[CH2:6][CH2:7][C@H:2]([N:1]2[CH2:28][CH2:27][CH2:26][CH2:25][CH2:24]2)[CH2:3][CH2:4]1)[C:10]1[CH:11]=[CH:12][CH:13]=[CH:14][CH:15]=1, predict the reactants needed to synthesize it. The reactants are: [NH2:1][C@H:2]1[CH2:7][CH2:6][C@H:5]([N:8]([CH2:16][C:17]2[CH:22]=[CH:21][CH:20]=[CH:19][CH:18]=2)[CH2:9][C:10]2[CH:15]=[CH:14][CH:13]=[CH:12][CH:11]=2)[CH2:4][CH2:3]1.Br[CH2:24][CH2:25][CH2:26][CH2:27][CH2:28]Br.C(=O)([O-])[O-].[K+].[K+].O. (3) The reactants are: CS(O[C@@H:6]1[CH2:10][C@H:9]([C:11]2[N:15]3[C:16]4[CH:22]=[CH:21][N:20]([S:23]([C:26]5[CH:32]=[CH:31][C:29]([CH3:30])=[CH:28][CH:27]=5)(=[O:25])=[O:24])[C:17]=4[N:18]=[CH:19][C:14]3=[N:13][CH:12]=2)[C@H:8]([CH3:33])[CH2:7]1)(=O)=O.[NH:34]1[CH2:39][CH2:38][CH:37]([C:40]#[N:41])[CH2:36][CH2:35]1.CCN(C(C)C)C(C)C. Given the product [CH3:33][C@H:8]1[C@@H:9]([C:11]2[N:15]3[C:16]4[CH:22]=[CH:21][N:20]([S:23]([C:26]5[CH:32]=[CH:31][C:29]([CH3:30])=[CH:28][CH:27]=5)(=[O:25])=[O:24])[C:17]=4[N:18]=[CH:19][C:14]3=[N:13][CH:12]=2)[CH2:10][C@H:6]([N:34]2[CH2:39][CH2:38][CH:37]([C:40]#[N:41])[CH2:36][CH2:35]2)[CH2:7]1, predict the reactants needed to synthesize it. (4) Given the product [CH3:10][O:9][C:7]([C:6]1[CH:11]=[CH:12][C:3]([CH2:2][P:13](=[O:14])([O:18][CH2:19][CH3:20])[O:15][CH2:16][CH3:17])=[CH:4][CH:5]=1)=[O:8], predict the reactants needed to synthesize it. The reactants are: Br[CH2:2][C:3]1[CH:12]=[CH:11][C:6]([C:7]([O:9][CH3:10])=[O:8])=[CH:5][CH:4]=1.[P:13](OCC)([O:18][CH2:19][CH3:20])([O:15][CH2:16][CH3:17])=[O:14].